This data is from Reaction yield outcomes from USPTO patents with 853,638 reactions. The task is: Predict the reaction yield, written as a fraction of the theoretical maximum amount of product (1.0 means a 100% yield; for example, 0.34 means a 34% yield). (1) The reactants are [NH2:1][C:2]1[C:3]2[C:8]([N:9]=[C:10]3[C:15]=1[CH:14]=[CH:13][CH:12]=[CH:11]3)=[CH:7][CH:6]=[CH:5][CH:4]=2.[CH3:16][O:17][C:18]1[CH:19]=[C:20]([CH:23]=[C:24]([O:28][CH3:29])[C:25]=1[O:26][CH3:27])[CH:21]=O.[BH3-]C#N.[Na+]. The catalyst is CO.CC(O)=O. The product is [CH3:29][O:28][C:24]1[CH:23]=[C:20]([CH:19]=[C:18]([O:17][CH3:16])[C:25]=1[O:26][CH3:27])[CH2:21][NH:1][C:2]1[C:3]2[C:8]([N:9]=[C:10]3[C:15]=1[CH:14]=[CH:13][CH:12]=[CH:11]3)=[CH:7][CH:6]=[CH:5][CH:4]=2. The yield is 0.680. (2) The reactants are Br[CH2:2][C:3]1[N:8]=[C:7]([NH:9][C:10](=[O:15])[C:11]([CH3:14])([CH3:13])[CH3:12])[CH:6]=[CH:5][CH:4]=1.[C:16]1(=[O:26])[NH:20][C:19](=[O:21])[C:18]2=[CH:22][CH:23]=[CH:24][CH:25]=[C:17]12.[K]. The catalyst is CN(C)C=O. The product is [O:21]=[C:19]1[C:18]2[C:17](=[CH:25][CH:24]=[CH:23][CH:22]=2)[C:16](=[O:26])[N:20]1[CH2:2][C:3]1[N:8]=[C:7]([NH:9][C:10](=[O:15])[C:11]([CH3:14])([CH3:13])[CH3:12])[CH:6]=[CH:5][CH:4]=1. The yield is 0.960.